From a dataset of Experimentally validated miRNA-target interactions with 360,000+ pairs, plus equal number of negative samples. Binary Classification. Given a miRNA mature sequence and a target amino acid sequence, predict their likelihood of interaction. (1) The miRNA is hsa-miR-487b-3p with sequence AAUCGUACAGGGUCAUCCACUU. The protein sequence of the target gene is MLGAMFRADTLMPANLNPQGDGHYFIDRDGKAFRHILNFLRLGRLDLPRGYGETALLKAEADFYQIRPLLDALRELEASRGTPASTAALLHADVDVSPRQVHFSARRGPHHYELSSVQVDTFRANLFCTDPECLAAMRNRFGVAIGDRAEGGPHFRLEWASRPQELPEVEYQRLGLQPLWTGGPEDRREVANTPTFLEEVLRVALEHGFRLDSVFPDPEDLLNSRSLRFVRH. Result: 0 (no interaction). (2) The protein sequence of the target gene is MSEWMKKGPLEWQDYIYKEVRVTASEKNEYKGWVLTTDPVSANIVLVNFLEDGSMSVTGIMGHAVQTVETMNEGDHRVREKLMHLFTSGDCKAYSPEDLEERKNSLKKWLEKNHIPITEQGDAPRTLCVAGVLTIDPPYGPENCSSSNEIILSRVQDLIEGHLTASQ. Result: 0 (no interaction). The miRNA is hsa-miR-4290 with sequence UGCCCUCCUUUCUUCCCUC.